From a dataset of Reaction yield outcomes from USPTO patents with 853,638 reactions. Predict the reaction yield, written as a fraction of the theoretical maximum amount of product (1.0 means a 100% yield; for example, 0.34 means a 34% yield). (1) The reactants are N1(C2C=C(C3C=C4C5C(=CN=C(C6C=NC=CC=6)C=5)NC4=NC=3)C=CC=2)CCNCC1.[N:32]1[CH:37]=[CH:36][CH:35]=[C:34]([C:38]2[CH:39]=[C:40]3[C:50]4[C:45](=[N:46][CH:47]=[C:48]([C:51]5[CH:56]=[CH:55][N:54]=[C:53]([N:57]6[CH2:62][CH2:61][N:60](C(OC(C)(C)C)=O)[CH2:59][CH2:58]6)[CH:52]=5)[CH:49]=4)[NH:44][C:41]3=[CH:42][N:43]=2)[CH:33]=1. No catalyst specified. The product is [N:57]1([C:53]2[CH:52]=[C:51]([C:48]3[CH:49]=[C:50]4[C:40]5[C:41](=[CH:42][N:43]=[C:38]([C:34]6[CH:33]=[N:32][CH:37]=[CH:36][CH:35]=6)[CH:39]=5)[NH:44][C:45]4=[N:46][CH:47]=3)[CH:56]=[CH:55][N:54]=2)[CH2:58][CH2:59][NH:60][CH2:61][CH2:62]1. The yield is 0.860. (2) The reactants are C[O:2][C:3]([C:5]1[CH:10]=[CH:9][N:8]=[C:7]2[CH:11]=[C:12]([CH2:14][O:15][C:16]3[CH:21]=[CH:20][C:19]([CH3:22])=[CH:18][CH:17]=3)[NH:13][C:6]=12)=[O:4]. The catalyst is C(#N)C.O. The product is [CH3:22][C:19]1[CH:18]=[CH:17][C:16]([O:15][CH2:14][C:12]2[NH:13][C:6]3[C:7](=[N:8][CH:9]=[CH:10][C:5]=3[C:3]([OH:4])=[O:2])[CH:11]=2)=[CH:21][CH:20]=1. The yield is 0.510.